This data is from Full USPTO retrosynthesis dataset with 1.9M reactions from patents (1976-2016). The task is: Predict the reactants needed to synthesize the given product. (1) Given the product [CH2:1]([O:8][C:9]1[CH:14]=[C:13]([O:15][CH2:16][C:17]2[CH:22]=[CH:21][CH:20]=[CH:19][CH:18]=2)[C:12]([CH:23]([CH3:25])[CH3:24])=[CH:11][C:10]=1[C:26]1[O:30][N:29]=[C:28]([C:31]([NH:33][CH2:34][CH3:35])=[O:32])[C:27]=1[C:36]1[N:37]=[C:46]([CH:40]2[CH2:45][CH2:44][CH2:43][CH2:42][CH2:41]2)[O:39][N:38]=1)[C:2]1[CH:7]=[CH:6][CH:5]=[CH:4][CH:3]=1, predict the reactants needed to synthesize it. The reactants are: [CH2:1]([O:8][C:9]1[CH:14]=[C:13]([O:15][CH2:16][C:17]2[CH:22]=[CH:21][CH:20]=[CH:19][CH:18]=2)[C:12]([CH:23]([CH3:25])[CH3:24])=[CH:11][C:10]=1[C:26]1[O:30][N:29]=[C:28]([C:31]([NH:33][CH2:34][CH3:35])=[O:32])[C:27]=1[C:36](=[N:38][OH:39])[NH2:37])[C:2]1[CH:7]=[CH:6][CH:5]=[CH:4][CH:3]=1.[CH:40]1([C:46](Cl)=O)[CH2:45][CH2:44][CH2:43][CH2:42][CH2:41]1. (2) Given the product [F:1][C:2]1[CH:7]=[CH:6][C:5]([O:8][C:9]2[CH:10]=[C:11]([C:23]([NH:25][C:26]3[N:31]=[CH:30][C:29]([C:32]([O:34][CH3:35])=[O:33])=[CH:28][CH:27]=3)=[O:24])[CH:12]=[C:13]([OH:15])[CH:14]=2)=[CH:4][CH:3]=1, predict the reactants needed to synthesize it. The reactants are: [F:1][C:2]1[CH:7]=[CH:6][C:5]([O:8][C:9]2[CH:10]=[C:11]([C:23]([NH:25][C:26]3[N:31]=[CH:30][C:29]([C:32]([O:34][CH3:35])=[O:33])=[CH:28][CH:27]=3)=[O:24])[CH:12]=[C:13]([O:15]CC3C=CC=CC=3)[CH:14]=2)=[CH:4][CH:3]=1.[H][H]. (3) Given the product [Br:1][C:2]1[CH:3]=[C:4]([CH2:8][CH2:9][C:10]([C:16]2[CH:21]=[CH:20][CH:19]=[CH:18][CH:17]=2)=[O:11])[CH:5]=[CH:6][CH:7]=1, predict the reactants needed to synthesize it. The reactants are: [Br:1][C:2]1[CH:3]=[C:4]([CH2:8][CH2:9][C:10](N(OC)C)=[O:11])[CH:5]=[CH:6][CH:7]=1.[C:16]1([Mg]Br)[CH:21]=[CH:20][CH:19]=[CH:18][CH:17]=1. (4) Given the product [CH2:1]([O:3][C:4]([C:6]1([NH:9][C:10]2[N:15]=[C:14]([O:16][CH2:17][C:18]([F:21])([F:19])[F:20])[N:13]=[C:12]([NH:22][C:23]3[CH:24]=[CH:25][C:26]([C:27]([OH:29])=[O:28])=[CH:34][CH:35]=3)[N:11]=2)[CH2:8][CH2:7]1)=[O:5])[CH3:2], predict the reactants needed to synthesize it. The reactants are: [CH2:1]([O:3][C:4]([C:6]1([NH:9][C:10]2[N:15]=[C:14]([O:16][CH2:17][C:18]([F:21])([F:20])[F:19])[N:13]=[C:12]([NH:22][C:23]3[CH:35]=[CH:34][C:26]([C:27]([O:29]C(C)(C)C)=[O:28])=[CH:25][CH:24]=3)[N:11]=2)[CH2:8][CH2:7]1)=[O:5])[CH3:2].C(O)(C(F)(F)F)=O.